Predict the product of the given reaction. From a dataset of Forward reaction prediction with 1.9M reactions from USPTO patents (1976-2016). (1) Given the reactants [NH2:1][C:2]1[C:7]([F:8])=[CH:6][N:5]=[C:4]([OH:9])[N:3]=1.[CH3:10][O:11][C:12]1[CH:17]=[CH:16][CH:15]=[CH:14][C:13]=1[N:18]=[C:19]=[O:20], predict the reaction product. The product is: [F:8][C:7]1[C:2]([NH:1][C:19]([NH:18][C:13]2[CH:14]=[CH:15][CH:16]=[CH:17][C:12]=2[O:11][CH3:10])=[O:20])=[N:3][C:4]([OH:9])=[N:5][CH:6]=1. (2) Given the reactants [Br:1][C:2]1[CH:3]=[C:4]([C:11]([C:14]2[CH:15]=[C:16]([CH:21]=[CH:22][CH:23]=2)[C:17](OC)=[O:18])([CH3:13])[CH3:12])[CH:5]=[C:6]([N+:8]([O-:10])=[O:9])[CH:7]=1.[H-].[H-].[H-].[H-].[Li+].[Al+3].CC(C[AlH]CC(C)C)C, predict the reaction product. The product is: [Br:1][C:2]1[CH:3]=[C:4]([C:11]([C:14]2[CH:15]=[C:16]([CH2:17][OH:18])[CH:21]=[CH:22][CH:23]=2)([CH3:13])[CH3:12])[CH:5]=[C:6]([N+:8]([O-:10])=[O:9])[CH:7]=1.